Dataset: Catalyst prediction with 721,799 reactions and 888 catalyst types from USPTO. Task: Predict which catalyst facilitates the given reaction. (1) Reactant: [NH2:1][C:2]1[CH:3]=[CH:4][C:5]2[O:9][CH2:8][C:7](=[O:10])[C:6]=2[CH:11]=1.C(N(CC)CC)C.ClC(Cl)(O[C:23](=[O:29])OC(Cl)(Cl)Cl)Cl.[NH2:31][C:32]1[CH:37]=[CH:36][C:35]([NH:38][C:39](=[O:45])[CH2:40][CH2:41][N:42]([CH3:44])[CH3:43])=[CH:34][CH:33]=1. Product: [CH3:44][N:42]([CH3:43])[CH2:41][CH2:40][C:39]([NH:38][C:35]1[CH:34]=[CH:33][C:32]([NH:31][C:23]([NH:1][C:2]2[CH:3]=[CH:4][C:5]3[O:9][CH2:8][C:7](=[O:10])[C:6]=3[CH:11]=2)=[O:29])=[CH:37][CH:36]=1)=[O:45]. The catalyst class is: 4. (2) Reactant: [C:1]([N:8]1[CH:12]=[CH:11][N:10]=[CH:9]1)([N:3]1[CH:7]=[CH:6]N=[CH:4]1)=[O:2].[C:13]1([C:19]2([C:25]3[CH:30]=[CH:29][CH:28]=[CH:27][CH:26]=3)CCNC[CH2:20]2)[CH:18]=[CH:17][CH:16]=[CH:15][CH:14]=1.C1CCN2C(=NCCC2)CC1.C(OCC)(=O)C. Product: [N:8]1([C:1]([N:3]2[CH2:4][CH2:20][C:19]([C:13]3[CH:18]=[CH:17][CH:16]=[CH:15][CH:14]=3)([C:25]3[CH:30]=[CH:29][CH:28]=[CH:27][CH:26]=3)[CH2:6][CH2:7]2)=[O:2])[CH:12]=[CH:11][N:10]=[CH:9]1. The catalyst class is: 134. (3) Reactant: [N:1]1[CH:6]=[CH:5][CH:4]=[CH:3][C:2]=1[CH2:7][C:8]([O:10][CH3:11])=[O:9].[Li+].[CH3:13][Si]([N-][Si](C)(C)C)(C)C.IC. Product: [N:1]1[CH:6]=[CH:5][CH:4]=[CH:3][C:2]=1[CH:7]([CH3:13])[C:8]([O:10][CH3:11])=[O:9]. The catalyst class is: 1. (4) Reactant: [CH3:1][O:2][C:3]1[CH:4]=[C:5]2[C:10](=[CH:11][C:12]=1[O:13][CH3:14])[N:9]=[CH:8][CH:7]=[C:6]2[O:15][C:16]1[CH:22]=[CH:21][C:19]([NH2:20])=[C:18]([CH3:23])[C:17]=1[CH3:24].C1(C)C=CC=CC=1.C(N(CC)CC)C.ClC(Cl)(O[C:43](=[O:49])[O:44][C:45](Cl)(Cl)Cl)Cl.[F:51][C:52]1[CH:62]=[CH:61][C:55]([O:56][CH2:57][CH2:58]CO)=[CH:54][CH:53]=1. Product: [CH3:1][O:2][C:3]1[CH:4]=[C:5]2[C:10](=[CH:11][C:12]=1[O:13][CH3:14])[N:9]=[CH:8][CH:7]=[C:6]2[O:15][C:16]1[CH:22]=[CH:21][C:19]([NH:20][C:43](=[O:49])[O:44][CH2:45][CH2:58][CH2:57][O:56][C:55]2[CH:61]=[CH:62][C:52]([F:51])=[CH:53][CH:54]=2)=[C:18]([CH3:23])[C:17]=1[CH3:24]. The catalyst class is: 2. (5) Reactant: C(NC(C)C)(C)C.C([Li])CCC.CCCCCC.[N:19]1([C:30]([O:32][C:33]([CH3:36])([CH3:35])[CH3:34])=[O:31])[CH2:24][CH2:23][CH:22]([C:25]([O:27][CH2:28][CH3:29])=[O:26])[CH2:21][CH2:20]1.Br[CH2:38][CH2:39][CH2:40][O:41][CH2:42][C:43]1[CH:48]=[CH:47][CH:46]=[CH:45][CH:44]=1.Cl. Product: [CH2:42]([O:41][CH2:40][CH2:39][CH2:38][C:22]1([C:25]([O:27][CH2:28][CH3:29])=[O:26])[CH2:21][CH2:20][N:19]([C:30]([O:32][C:33]([CH3:35])([CH3:34])[CH3:36])=[O:31])[CH2:24][CH2:23]1)[C:43]1[CH:48]=[CH:47][CH:46]=[CH:45][CH:44]=1. The catalyst class is: 132. (6) Reactant: [N:1]1([C:7](=[O:30])[C@@H:8]([N:16]2[CH2:20][CH2:19][C@H:18]([NH:21]C(=O)OC(C)(C)C)[C:17]2=[O:29])[CH2:9][C:10]2[CH:15]=[CH:14][N:13]=[CH:12][CH:11]=2)[CH2:6][CH2:5][O:4][CH2:3][CH2:2]1.[ClH:31]. Product: [ClH:31].[ClH:31].[NH2:21][C@H:18]1[CH2:19][CH2:20][N:16]([C@@H:8]([CH2:9][C:10]2[CH:15]=[CH:14][N:13]=[CH:12][CH:11]=2)[C:7]([N:1]2[CH2:6][CH2:5][O:4][CH2:3][CH2:2]2)=[O:30])[C:17]1=[O:29]. The catalyst class is: 135.